This data is from Catalyst prediction with 721,799 reactions and 888 catalyst types from USPTO. The task is: Predict which catalyst facilitates the given reaction. (1) Reactant: Br[C:2]1[CH:3]=[C:4]2[C:10]([C:11]([C:13]3[C:14]([F:30])=[C:15]([NH:19][S:20]([C:23]4[CH:28]=[CH:27][CH:26]=[CH:25][C:24]=4[F:29])(=[O:22])=[O:21])[CH:16]=[CH:17][CH:18]=3)=[O:12])=[CH:9][NH:8][C:5]2=[N:6][CH:7]=1.[CH3:31][O:32][C:33]1[N:38]=[CH:37][C:36](B2OC(C)(C)C(C)(C)O2)=[CH:35][N:34]=1.C(=O)([O-])[O-].[K+].[K+]. Product: [F:29][C:24]1[CH:25]=[CH:26][CH:27]=[CH:28][C:23]=1[S:20]([NH:19][C:15]1[CH:16]=[CH:17][CH:18]=[C:13]([C:11]([C:10]2[C:4]3[C:5](=[N:6][CH:7]=[C:2]([C:36]4[CH:35]=[N:34][C:33]([O:32][CH3:31])=[N:38][CH:37]=4)[CH:3]=3)[NH:8][CH:9]=2)=[O:12])[C:14]=1[F:30])(=[O:22])=[O:21]. The catalyst class is: 10. (2) Reactant: [OH-].[K+].C([O:5][C:6]([C:8]1[CH:9]=[N:10][N:11]([C:13]2[NH:22][C:21](=[O:23])[C:20]3[C:15](=[CH:16][CH:17]=[C:18]([NH:24][C:25](=[O:32])[C:26]4[CH:31]=[CH:30][CH:29]=[CH:28][CH:27]=4)[CH:19]=3)[N:14]=2)[CH:12]=1)=[O:7])C. Product: [C:25]([NH:24][C:18]1[CH:19]=[C:20]2[C:15](=[CH:16][CH:17]=1)[N:14]=[C:13]([N:11]1[CH:12]=[C:8]([C:6]([OH:7])=[O:5])[CH:9]=[N:10]1)[NH:22][C:21]2=[O:23])(=[O:32])[C:26]1[CH:31]=[CH:30][CH:29]=[CH:28][CH:27]=1. The catalyst class is: 1. (3) Reactant: Cl[C:2]1[C:7]2[C:8](=[O:30])[N:9]([C:13]3[CH:18]=[CH:17][C:16]([C@H:19]4[CH2:24][CH2:23][C@H:22]([CH2:25][C:26]([O:28][CH3:29])=[O:27])[CH2:21][CH2:20]4)=[CH:15][CH:14]=3)[CH2:10][CH2:11][O:12][C:6]=2[N:5]=[CH:4][N:3]=1.[NH3:31]. Product: [NH2:31][C:2]1[C:7]2[C:8](=[O:30])[N:9]([C:13]3[CH:18]=[CH:17][C:16]([C@H:19]4[CH2:24][CH2:23][C@H:22]([CH2:25][C:26]([O:28][CH3:29])=[O:27])[CH2:21][CH2:20]4)=[CH:15][CH:14]=3)[CH2:10][CH2:11][O:12][C:6]=2[N:5]=[CH:4][N:3]=1. The catalyst class is: 12. (4) Reactant: [NH2:1][C:2]1[CH:10]=[CH:9][C:8]([N:11]2[CH2:16][CH2:15][N:14]([CH2:17][C:18]3[CH:23]=[CH:22][CH:21]=[CH:20][CH:19]=3)[CH2:13][CH2:12]2)=[CH:7][C:3]=1[C:4]([OH:6])=[O:5].O.[O:25]=[C:26](Cl)OC(Cl)(Cl)Cl. Product: [CH2:17]([N:14]1[CH2:15][CH2:16][N:11]([C:8]2[CH:7]=[C:3]3[C:4]([O:6][C:26](=[O:25])[NH:1][C:2]3=[CH:10][CH:9]=2)=[O:5])[CH2:12][CH2:13]1)[C:18]1[CH:19]=[CH:20][CH:21]=[CH:22][CH:23]=1. The catalyst class is: 12.